From a dataset of Forward reaction prediction with 1.9M reactions from USPTO patents (1976-2016). Predict the product of the given reaction. Given the reactants [CH3:1][N:2]([CH3:55])[C:3]1[CH:8]=[CH:7][C:6](/[N:9]=[N:10]/[C:11]2[CH:54]=[CH:53][C:14]([C:15]([NH:17][CH2:18][CH2:19][NH:20][C:21](=[O:52])[CH:22]([NH:44]C(=O)OC(C)(C)C)[CH2:23][S:24]C(C3C=CC=CC=3)(C3C=CC=CC=3)C3C=CC=CC=3)=[O:16])=[CH:13][CH:12]=2)=[CH:5][CH:4]=1.FC(F)(F)C(O)=O.O.C([SiH](C(C)C)C(C)C)(C)C, predict the reaction product. The product is: [NH2:44][CH:22]([CH2:23][SH:24])[C:21]([NH:20][CH2:19][CH2:18][NH:17][C:15](=[O:16])[C:14]1[CH:13]=[CH:12][C:11](/[N:10]=[N:9]/[C:6]2[CH:5]=[CH:4][C:3]([N:2]([CH3:1])[CH3:55])=[CH:8][CH:7]=2)=[CH:54][CH:53]=1)=[O:52].